From a dataset of Catalyst prediction with 721,799 reactions and 888 catalyst types from USPTO. Predict which catalyst facilitates the given reaction. (1) Reactant: Cl[C:2]1[C:3]2[C:4](=[CH:20][N:21](CC3C=CC(OC)=CC=3)[N:22]=2)[N:5]=[C:6]([C:8]2[CH:13]=[CH:12][CH:11]=[C:10]([S:14]([F:19])([F:18])([F:17])([F:16])[F:15])[CH:9]=2)[N:7]=1.[CH3:32][O:33][C:34]1[CH:35]=[C:36]([CH:38]=[CH:39][C:40]=1[O:41][CH3:42])[NH2:37].Cl. Product: [CH3:32][O:33][C:34]1[CH:35]=[C:36]([NH:37][C:2]2[C:3]3[NH:22][N:21]=[CH:20][C:4]=3[N:5]=[C:6]([C:8]3[CH:13]=[CH:12][CH:11]=[C:10]([S:14]([F:15])([F:18])([F:16])([F:17])[F:19])[CH:9]=3)[N:7]=2)[CH:38]=[CH:39][C:40]=1[O:41][CH3:42]. The catalyst class is: 71. (2) Reactant: O.[C:2]([O:8][CH2:9][C:10]([F:16])([F:15])[S:11]([O-:14])(=[O:13])=[O:12])(=[O:7])[C:3]([CH3:6])([CH3:5])[CH3:4].[Na+].[I-].[C:19]1([S+:25]([C:32]2[CH:37]=[CH:36][CH:35]=[CH:34][CH:33]=2)[C:26]2[CH:31]=[CH:30][CH:29]=[CH:28][CH:27]=2)[CH:24]=[CH:23][CH:22]=[CH:21][CH:20]=1. Product: [C:2]([O:8][CH2:9][C:10]([F:16])([F:15])[S:11]([O-:14])(=[O:12])=[O:13])(=[O:7])[C:3]([CH3:6])([CH3:5])[CH3:4].[C:32]1([S+:25]([C:19]2[CH:20]=[CH:21][CH:22]=[CH:23][CH:24]=2)[C:26]2[CH:31]=[CH:30][CH:29]=[CH:28][CH:27]=2)[CH:33]=[CH:34][CH:35]=[CH:36][CH:37]=1. The catalyst class is: 4. (3) Reactant: [CH3:1][O:2][CH2:3][C:4]([NH:6][C:7]1[CH:8]=[C:9]2[C:13](=[CH:14][C:15]=1[C:16]#[N:17])[CH:12]([NH:18][C:19]1[CH:31]=[CH:30][C:22]([C:23]([O:25][C:26]([CH3:29])([CH3:28])[CH3:27])=[O:24])=[CH:21][CH:20]=1)[CH2:11][CH2:10]2)=O.C([OH:34])C.OO.[OH-].[Na+]. Product: [CH3:1][O:2][CH2:3][C:4]1[NH:17][C:16](=[O:34])[C:15]2[C:7](=[CH:8][C:9]3[CH2:10][CH2:11][CH:12]([NH:18][C:19]4[CH:20]=[CH:21][C:22]([C:23]([O:25][C:26]([CH3:28])([CH3:29])[CH3:27])=[O:24])=[CH:30][CH:31]=4)[C:13]=3[CH:14]=2)[N:6]=1. The catalyst class is: 6. (4) Reactant: [CH3:1][N:2]([CH3:8])[C:3]([N:5]([CH3:7])[CH3:6])=[NH:4].C([Li])CCC.[CH2:14]([O:16][Si:17](OCC)([O:21][CH2:22][CH3:23])[O:18][CH2:19][CH3:20])[CH3:15]. Product: [CH2:14]([O:16][SiH:17]([O:21][CH2:22][CH3:23])[O:18][CH2:19][CH3:20])[CH3:15].[CH3:1][N:2]([CH3:8])[C:3]([N:5]([CH3:7])[CH3:6])=[NH:4]. The catalyst class is: 81. (5) Reactant: [CH2:1]([O:8][C:9]([C:11]1[NH:12][C:13]([CH:16]=[O:17])=[CH:14][CH:15]=1)=[O:10])[C:2]1[CH:7]=[CH:6][CH:5]=[CH:4][CH:3]=1.[CH2:18](OC(C1NC(C(O)=O)=CC=1)=O)C1C=CC=CC=1.C(=O)([O-])[O-].[Cs+].[Cs+].CI. Product: [CH:16]([C:13]1[N:12]([CH3:18])[C:11]([C:9]([O:8][CH2:1][C:2]2[CH:7]=[CH:6][CH:5]=[CH:4][CH:3]=2)=[O:10])=[CH:15][CH:14]=1)=[O:17]. The catalyst class is: 18.